Dataset: Full USPTO retrosynthesis dataset with 1.9M reactions from patents (1976-2016). Task: Predict the reactants needed to synthesize the given product. (1) Given the product [C:56]([N:58]([CH2:24][CH2:23][C@H:22]([OH:40])[C:21]([OH:25])=[O:20])[C:59]([NH2:71])=[N:60][C:61]([O:63][CH2:64][C:65]1[CH:66]=[CH:67][CH:68]=[CH:69][CH:70]=1)=[O:62])([O:55][CH2:48][C:49]1[CH:50]=[CH:51][CH:52]=[CH:53][CH:54]=1)=[O:57], predict the reactants needed to synthesize it. The reactants are: C1[C@H](N)[C@@H](O[C@H]2O[C@H](CO)[C@@H](O)[C@H](O)[C@H]2N)[C@H]([O:20][C@@H:21]2[O:25][C@H:24](CO)[C@@H:23](O[C@H]3O[C@@H](CN)[C@@H](O)[C@H](O)[C@H]3N)[C@H:22]2[OH:40])[C@@H](O)[C@@H]1N.OS(O)(=O)=O.[CH2:48]([O:55][C:56]([NH:58][C:59]([N:71]1C=CC=N1)=[N:60][C:61]([O:63][CH2:64][C:65]1[CH:70]=[CH:69][CH:68]=[CH:67][CH:66]=1)=[O:62])=[O:57])[C:49]1[CH:54]=[CH:53][CH:52]=[CH:51][CH:50]=1.CCN(C(C)C)C(C)C. (2) Given the product [C:1]([O:5][C@@H:6]([C:11]1[C:16]([CH3:17])=[CH:15][N:14]2[N:18]=[C:19]([C:21]([OH:23])=[O:22])[CH:20]=[C:13]2[C:12]=1[C:25]1[C:34]2[C:29]3=[C:30]([CH2:35][CH2:36][O:37][C:28]3=[CH:27][CH:26]=1)[CH:31]=[CH:32][N:33]=2)[C:7]([O:9][CH3:10])=[O:8])([CH3:4])([CH3:2])[CH3:3], predict the reactants needed to synthesize it. The reactants are: [C:1]([O:5][C@@H:6]([C:11]1[C:16]([CH3:17])=[CH:15][N:14]2[N:18]=[C:19]([C:21]([O:23]C)=[O:22])[CH:20]=[C:13]2[C:12]=1[C:25]1[C:34]2[C:29]3=[C:30]([CH2:35][CH2:36][O:37][C:28]3=[CH:27][CH:26]=1)[CH:31]=[CH:32][N:33]=2)[C:7]([O:9][CH3:10])=[O:8])([CH3:4])([CH3:3])[CH3:2].[OH-].[Na+].